This data is from Full USPTO retrosynthesis dataset with 1.9M reactions from patents (1976-2016). The task is: Predict the reactants needed to synthesize the given product. Given the product [Cl:17][C:5]1[C:6]([NH:8][C:9]2[CH:13]=[C:12]([N:14]([CH3:16])[CH3:15])[NH:11][N:10]=2)=[N:7][C:2]([NH:28][C@H:26]([C:23]2[N:24]=[CH:25][C:20]([F:19])=[CH:21][N:22]=2)[CH3:27])=[N:3][CH:4]=1, predict the reactants needed to synthesize it. The reactants are: Cl[C:2]1[N:7]=[C:6]([NH:8][C:9]2[CH:13]=[C:12]([N:14]([CH3:16])[CH3:15])[NH:11][N:10]=2)[C:5]([Cl:17])=[CH:4][N:3]=1.Cl.[F:19][C:20]1[CH:21]=[N:22][C:23]([C@@H:26]([NH2:28])[CH3:27])=[N:24][CH:25]=1.CCN(C(C)C)C(C)C.